Dataset: Reaction yield outcomes from USPTO patents with 853,638 reactions. Task: Predict the reaction yield, written as a fraction of the theoretical maximum amount of product (1.0 means a 100% yield; for example, 0.34 means a 34% yield). (1) The reactants are Cl[C:2]1[C:11]2[C:6](=[CH:7][C:8]([O:13][CH3:14])=[C:9]([F:12])[CH:10]=2)[CH:5]=[CH:4][N:3]=1.[F-:15].[Cs+]. The catalyst is CS(C)=O.O. The product is [F:15][C:2]1[C:11]2[C:6](=[CH:7][C:8]([O:13][CH3:14])=[C:9]([F:12])[CH:10]=2)[CH:5]=[CH:4][N:3]=1. The yield is 0.680. (2) The reactants are [Br:1][C:2]1[CH:11]=[C:10]2[C:5]([N:6]=[CH:7][C:8]([NH:12][NH:13][C:14](=O)[C:15]3[CH:20]=[CH:19][C:18]([C:21]([C:24]#[N:25])([CH3:23])[CH3:22])=[CH:17][CH:16]=3)=[N:9]2)=[CH:4][CH:3]=1. The catalyst is CC(O)=O.O. The product is [Br:1][C:2]1[CH:11]=[C:10]2[C:5]([N:6]=[CH:7][C:8]3[N:9]2[C:14]([C:15]2[CH:20]=[CH:19][C:18]([C:21]([CH3:23])([CH3:22])[C:24]#[N:25])=[CH:17][CH:16]=2)=[N:13][N:12]=3)=[CH:4][CH:3]=1. The yield is 0.850. (3) The reactants are [C:1]([NH:4][CH2:5][CH:6]1[O:10][C:9](=[O:11])[N:8]([C:12]2[CH:17]=[CH:16][C:15]([C:18]3[CH:19]=[CH:20][C:21]([CH2:24]OS(C)(=O)=O)=[N:22][CH:23]=3)=[C:14]([F:30])[CH:13]=2)[CH2:7]1)(=[O:3])[CH3:2].[O:31]1[CH:35]=[C:34]([CH2:36][NH2:37])[CH:33]=[N:32]1. The catalyst is CN(C=O)C. The product is [F:30][C:14]1[CH:13]=[C:12]([N:8]2[CH2:7][CH:6]([CH2:5][NH:4][C:1](=[O:3])[CH3:2])[O:10][C:9]2=[O:11])[CH:17]=[CH:16][C:15]=1[C:18]1[CH:23]=[N:22][C:21]([CH2:24][NH:37][CH2:36][C:34]2[CH:33]=[N:32][O:31][CH:35]=2)=[CH:20][CH:19]=1. The yield is 0.100. (4) The reactants are [Br:1][C:2]1[CH:7]=[CH:6][C:5]([C:8](=[O:13])[C:9]([F:12])([F:11])[F:10])=[CH:4][CH:3]=1.[BH4-].[Na+].C(Cl)Cl. The catalyst is C1COCC1. The product is [Br:1][C:2]1[CH:7]=[CH:6][C:5]([CH:8]([OH:13])[C:9]([F:11])([F:12])[F:10])=[CH:4][CH:3]=1. The yield is 0.920. (5) The reactants are [NH2:1][C:2]1[CH:3]=[C:4]([CH:21]=[CH:22][CH:23]=1)[O:5][C:6]1[CH:7]=[CH:8][C:9]2[N:10]([CH:12]=[C:13]([NH:15][C:16]([CH:18]3[CH2:20][CH2:19]3)=[O:17])[N:14]=2)[N:11]=1.[CH3:24][O:25][C:26]([C:28]1[CH:29]=[C:30]([CH:34]=[CH:35][CH:36]=1)[C:31](O)=[O:32])=[O:27].Cl.CN(C)CCCN=C=NCC.ON1C2C=CC=CC=2N=N1. The catalyst is CN(C)C=O. The product is [CH:18]1([C:16]([NH:15][C:13]2[N:14]=[C:9]3[CH:8]=[CH:7][C:6]([O:5][C:4]4[CH:3]=[C:2]([NH:1][C:31]([C:30]5[CH:29]=[C:28]([CH:36]=[CH:35][CH:34]=5)[C:26]([O:25][CH3:24])=[O:27])=[O:32])[CH:23]=[CH:22][CH:21]=4)=[N:11][N:10]3[CH:12]=2)=[O:17])[CH2:20][CH2:19]1. The yield is 0.720. (6) The yield is 0.990. The catalyst is C1(C)C=CC=CC=1. The reactants are [CH2:1]([N:3]([CH2:18][CH3:19])[C:4]([C:6]1[CH:15]=[CH:14][C:13]2[C:8](=[CH:9][CH:10]=[CH:11][CH:12]=2)[C:7]=1OC)=[O:5])[CH3:2].[CH3:20][C:21]1[CH:26]=[CH:25][C:24](B2OCC(C)(C)CO2)=[CH:23][CH:22]=1. The product is [CH2:1]([N:3]([CH2:18][CH3:19])[C:4]([C:6]1[CH:15]=[CH:14][C:13]2[C:8](=[CH:9][CH:10]=[CH:11][CH:12]=2)[C:7]=1[C:24]1[CH:25]=[CH:26][C:21]([CH3:20])=[CH:22][CH:23]=1)=[O:5])[CH3:2]. (7) The reactants are FC(F)(F)C1C=C(NC(=O)NC2C=CC(C3SC(CCC(O)=O)=NC=3)=CC=2)C=CC=1.[O:31]([C:38]1[CH:43]=[CH:42][C:41]([NH:44][C:45](=[O:68])[NH:46][C:47]2[CH:52]=[CH:51][C:50]([C:53]3[S:57][C:56]([CH:58]4[CH2:63][CH2:62][CH:61]([C:64]([O:66]C)=[O:65])[CH2:60][CH2:59]4)=[N:55][CH:54]=3)=[CH:49][CH:48]=2)=[CH:40][CH:39]=1)[C:32]1[CH:37]=[CH:36][CH:35]=[CH:34][CH:33]=1. No catalyst specified. The product is [O:31]([C:38]1[CH:39]=[CH:40][C:41]([NH:44][C:45](=[O:68])[NH:46][C:47]2[CH:52]=[CH:51][C:50]([C:53]3[S:57][C:56]([CH:58]4[CH2:59][CH2:60][CH:61]([C:64]([OH:66])=[O:65])[CH2:62][CH2:63]4)=[N:55][CH:54]=3)=[CH:49][CH:48]=2)=[CH:42][CH:43]=1)[C:32]1[CH:37]=[CH:36][CH:35]=[CH:34][CH:33]=1. The yield is 0.400. (8) The product is [N:13]12[CH2:14][CH2:15][C:16]([C:21]([C:3]3[CH:2]=[CH:1][C:10]4[C:5](=[CH:6][CH:7]=[CH:8][CH:9]=4)[CH:4]=3)([C:2]3[CH:3]=[CH:4][C:5]4[C:10](=[CH:9][CH:8]=[CH:7][CH:6]=4)[CH:1]=3)[OH:23])([CH2:17][CH2:18]1)[CH2:19][CH2:20]2. The yield is 0.773. The catalyst is C1COCC1. The reactants are [CH:1]1[C:10]2[C:5](=[CH:6][CH:7]=[CH:8][CH:9]=2)[CH:4]=[CH:3][C:2]=1[Mg]Br.[N:13]12[CH2:20][CH2:19][C:16]([C:21]([O:23]CC)=O)([CH2:17][CH2:18]1)[CH2:15][CH2:14]2.